This data is from Full USPTO retrosynthesis dataset with 1.9M reactions from patents (1976-2016). The task is: Predict the reactants needed to synthesize the given product. (1) Given the product [CH3:44][N:4]([CH3:3])[CH2:5][C:6]([CH3:42])([CH3:43])[CH2:7][O:8][C:9]1[CH:10]=[C:11]([CH3:41])[C:12]([C:16]2[CH:24]=[CH:23][C:22]([F:25])=[C:21]3[C:17]=2[CH2:18][CH2:19][C@H:20]3[O:26][C:27]2[CH:40]=[CH:39][C:30]3[C@H:31]([CH2:34][C:35]([OH:37])=[O:36])[CH2:32][O:33][C:29]=3[CH:28]=2)=[C:13]([CH3:15])[CH:14]=1, predict the reactants needed to synthesize it. The reactants are: [OH-].[Na+].[CH3:3][N:4]([CH3:44])[CH2:5][C:6]([CH3:43])([CH3:42])[CH2:7][O:8][C:9]1[CH:14]=[C:13]([CH3:15])[C:12]([C:16]2[CH:24]=[CH:23][C:22]([F:25])=[C:21]3[C:17]=2[CH2:18][CH2:19][C@H:20]3[O:26][C:27]2[CH:40]=[CH:39][C:30]3[C@H:31]([CH2:34][C:35]([O:37]C)=[O:36])[CH2:32][O:33][C:29]=3[CH:28]=2)=[C:11]([CH3:41])[CH:10]=1.Cl. (2) Given the product [F:46][C:45]([F:48])([F:47])[C:43]1[CH:42]=[C:15]([CH:14]=[C:13]([C:12]([F:49])([F:11])[F:50])[CH:44]=1)[CH2:16][N:17]([C:37]1[N:38]=[N:39][N:40]([CH2:8][CH2:9][OH:10])[N:41]=1)[C@H:18]1[CH2:24][CH2:23][CH2:22][N:21]([C:25]([O:27][CH:28]([CH3:30])[CH3:29])=[O:26])[C:20]2[C:31]([CH3:36])=[C:32]([CH3:35])[CH:33]=[CH:34][C:19]1=2, predict the reactants needed to synthesize it. The reactants are: C(=O)([O-])[O-].[K+].[K+].Br[CH2:8][CH2:9][OH:10].[F:11][C:12]([F:50])([F:49])[C:13]1[CH:14]=[C:15]([CH:42]=[C:43]([C:45]([F:48])([F:47])[F:46])[CH:44]=1)[CH2:16][N:17]([C:37]1[NH:41][N:40]=[N:39][N:38]=1)[C@H:18]1[CH2:24][CH2:23][CH2:22][N:21]([C:25]([O:27][CH:28]([CH3:30])[CH3:29])=[O:26])[C:20]2[C:31]([CH3:36])=[C:32]([CH3:35])[CH:33]=[CH:34][C:19]1=2.O. (3) Given the product [C:1]([O:5][C:6]([N:8]1[CH2:9][CH:10]([C:12](=[O:17])[C:21]2[CH:22]=[CH:23][CH:24]=[CH:25][C:20]=2[O:18][CH3:19])[CH2:11]1)=[O:7])([CH3:2])([CH3:3])[CH3:4], predict the reactants needed to synthesize it. The reactants are: [C:1]([O:5][C:6]([N:8]1[CH2:11][CH:10]([C:12](=[O:17])N(OC)C)[CH2:9]1)=[O:7])([CH3:4])([CH3:3])[CH3:2].[O:18]([C:20]1[CH:25]=[CH:24][CH:23]=[CH:22][C:21]=1[Mg]Br)[CH3:19].OS([O-])(=O)=O.[K+].CCOC(C)=O. (4) Given the product [Cl:1][C:2]1[CH:3]=[C:4]2[C:8](=[CH:9][CH:10]=1)[NH:7][CH:6]=[C:5]2[CH2:11][CH2:12][NH:13][C:14](=[O:23])[C:15]1[CH:20]=[CH:19][C:18]([CH2:21][C:29]2[CH:30]=[C:25]([F:24])[CH:26]=[CH:27][C:28]=2[F:31])=[CH:17][CH:16]=1, predict the reactants needed to synthesize it. The reactants are: [Cl:1][C:2]1[CH:3]=[C:4]2[C:8](=[CH:9][CH:10]=1)[NH:7][CH:6]=[C:5]2[CH2:11][CH2:12][NH:13][C:14](=[O:23])[C:15]1[CH:20]=[CH:19][C:18]([CH2:21]Cl)=[CH:17][CH:16]=1.[F:24][C:25]1[CH:30]=[CH:29][C:28]([F:31])=[CH:27][C:26]=1B(O)O.ClCCl.C(=O)([O-])[O-].[Na+].[Na+].[I-].[Na+]. (5) Given the product [CH3:1][O:2][C:3]1[CH:4]=[C:5](/[CH:9]=[CH:10]/[C:11]2[CH:12]=[CH:13][C:14]([NH2:17])=[CH:15][CH:16]=2)[CH:6]=[CH:7][CH:8]=1, predict the reactants needed to synthesize it. The reactants are: [CH3:1][O:2][C:3]1[CH:8]=[CH:7][CH:6]=[C:5](/[CH:9]=[CH:10]/[C:11]2[CH:16]=[CH:15][C:14]([N+:17]([O-])=O)=[CH:13][CH:12]=2)[CH:4]=1.[Sn]. (6) Given the product [CH:34]1([O:37][C:25]2[CH:26]=[CH:27][C:6]3[O:5][C:1]4([CH2:2][CH2:3][CH2:4]4)[CH2:9][C:8](=[O:44])[C:7]=3[CH:24]=2)[CH2:31][CH2:30][CH2:29][CH2:28]1, predict the reactants needed to synthesize it. The reactants are: [C:1]12([CH2:9][CH:8](NC(NC3SC4C=C(F)C=CC=4N=3)=O)[C:7]3[CH:24]=[CH:25][CH:26]=[CH:27][C:6]=3[O:5]1)[CH2:4][CH2:3][CH2:2]2.[CH:28]1(Br)C[CH2:31][CH2:30][CH2:29]1.[C:34]([O-:37])([O-])=O.[K+].[K+].CN(C=[O:44])C. (7) The reactants are: [CH:1]([CH:4]1[N:13]2[C:8](=[CH:9][C:10](=[O:19])[C:11]([C:14]([O:16]CC)=[O:15])=[CH:12]2)[C:7]2[CH:20]=[C:21]([O:29][CH3:30])[C:22]([O:24][CH2:25][CH2:26][O:27][CH3:28])=[CH:23][C:6]=2[CH2:5]1)([CH3:3])[CH3:2].[Li+].[OH-].Cl. Given the product [CH:1]([CH:4]1[N:13]2[C:8](=[CH:9][C:10](=[O:19])[C:11]([C:14]([OH:16])=[O:15])=[CH:12]2)[C:7]2[CH:20]=[C:21]([O:29][CH3:30])[C:22]([O:24][CH2:25][CH2:26][O:27][CH3:28])=[CH:23][C:6]=2[CH2:5]1)([CH3:3])[CH3:2], predict the reactants needed to synthesize it. (8) Given the product [CH3:12][C:7]1([CH3:13])[CH:6]=[CH:5][C:4]2[C:9](=[CH:10][CH:11]=[C:2]([S:25][C:22]3[CH:23]=[CH:24][CH:19]=[CH:20][CH:21]=3)[CH:3]=2)[O:8]1, predict the reactants needed to synthesize it. The reactants are: Br[C:2]1[CH:3]=[C:4]2[C:9](=[CH:10][CH:11]=1)[O:8][C:7]([CH3:13])([CH3:12])[CH:6]=[CH:5]2.C([Li])CCC.[CH:19]12S[CH:20]1[CH:21]1[S:25][CH:22]1[CH:23]=[CH:24]2. (9) Given the product [C:13]12([CH2:23][C:24]([NH:2][NH:1][C:3]3[CH:12]=[CH:11][CH:10]=[C:9]4[C:4]=3[CH:5]=[CH:6][CH:7]=[N:8]4)=[O:25])[CH2:20][CH:19]3[CH2:18][CH:17]([CH2:16][CH:15]([CH2:21]3)[CH2:14]1)[CH2:22]2, predict the reactants needed to synthesize it. The reactants are: [NH:1]([C:3]1[CH:12]=[CH:11][CH:10]=[C:9]2[C:4]=1[CH:5]=[CH:6][CH:7]=[N:8]2)[NH2:2].[C:13]12([CH2:23][C:24](Cl)=[O:25])[CH2:22][CH:17]3[CH2:18][CH:19]([CH2:21][CH:15]([CH2:16]3)[CH2:14]1)[CH2:20]2. (10) The reactants are: [CH3:1][C:2]1[C:7]([CH:8]([CH2:13][CH2:14][CH3:15])[C:9]([O:11]C)=[O:10])=[C:6]([C:16]2[CH:21]=[CH:20][C:19]([C:22]([F:25])([F:24])[F:23])=[CH:18][CH:17]=2)[N:5]=[C:4]([C:26]2[CH:31]=[CH:30][CH:29]=[CH:28][CH:27]=2)[N:3]=1.[OH-].[Na+]. Given the product [CH3:1][C:2]1[C:7]([CH:8]([CH2:13][CH2:14][CH3:15])[C:9]([OH:11])=[O:10])=[C:6]([C:16]2[CH:21]=[CH:20][C:19]([C:22]([F:24])([F:23])[F:25])=[CH:18][CH:17]=2)[N:5]=[C:4]([C:26]2[CH:31]=[CH:30][CH:29]=[CH:28][CH:27]=2)[N:3]=1, predict the reactants needed to synthesize it.